This data is from NCI-60 drug combinations with 297,098 pairs across 59 cell lines. The task is: Regression. Given two drug SMILES strings and cell line genomic features, predict the synergy score measuring deviation from expected non-interaction effect. (1) Drug 1: CC1CCC2CC(C(=CC=CC=CC(CC(C(=O)C(C(C(=CC(C(=O)CC(OC(=O)C3CCCCN3C(=O)C(=O)C1(O2)O)C(C)CC4CCC(C(C4)OC)O)C)C)O)OC)C)C)C)OC. Drug 2: CS(=O)(=O)OCCCCOS(=O)(=O)C. Cell line: RXF 393. Synergy scores: CSS=9.10, Synergy_ZIP=-2.74, Synergy_Bliss=-0.658, Synergy_Loewe=-51.3, Synergy_HSA=-1.34. (2) Drug 1: C1=NC2=C(N1)C(=S)N=C(N2)N. Drug 2: CC1C(C(CC(O1)OC2CC(CC3=C2C(=C4C(=C3O)C(=O)C5=CC=CC=C5C4=O)O)(C(=O)C)O)N)O. Cell line: SF-268. Synergy scores: CSS=48.0, Synergy_ZIP=-12.6, Synergy_Bliss=-11.7, Synergy_Loewe=-9.64, Synergy_HSA=-7.99. (3) Synergy scores: CSS=1.22, Synergy_ZIP=-1.26, Synergy_Bliss=-1.06, Synergy_Loewe=-2.17, Synergy_HSA=-1.31. Drug 2: C1=CN(C=N1)CC(O)(P(=O)(O)O)P(=O)(O)O. Drug 1: CCC1(CC2CC(C3=C(CCN(C2)C1)C4=CC=CC=C4N3)(C5=C(C=C6C(=C5)C78CCN9C7C(C=CC9)(C(C(C8N6C)(C(=O)OC)O)OC(=O)C)CC)OC)C(=O)OC)O.OS(=O)(=O)O. Cell line: NCI-H226. (4) Drug 1: C1=CC(=CC=C1CC(C(=O)O)N)N(CCCl)CCCl.Cl. Drug 2: C(CCl)NC(=O)N(CCCl)N=O. Cell line: UACC62. Synergy scores: CSS=7.46, Synergy_ZIP=-2.49, Synergy_Bliss=0.660, Synergy_Loewe=-4.86, Synergy_HSA=-0.138. (5) Cell line: M14. Drug 1: CC1=C(C=C(C=C1)NC2=NC=CC(=N2)N(C)C3=CC4=NN(C(=C4C=C3)C)C)S(=O)(=O)N.Cl. Drug 2: CC1=C2C(C(=O)C3(C(CC4C(C3C(C(C2(C)C)(CC1OC(=O)C(C(C5=CC=CC=C5)NC(=O)C6=CC=CC=C6)O)O)OC(=O)C7=CC=CC=C7)(CO4)OC(=O)C)O)C)OC(=O)C. Synergy scores: CSS=25.8, Synergy_ZIP=5.91, Synergy_Bliss=6.56, Synergy_Loewe=-36.0, Synergy_HSA=3.82. (6) Drug 1: CCN(CC)CCNC(=O)C1=C(NC(=C1C)C=C2C3=C(C=CC(=C3)F)NC2=O)C. Drug 2: CC12CCC3C(C1CCC2OP(=O)(O)O)CCC4=C3C=CC(=C4)OC(=O)N(CCCl)CCCl.[Na+]. Cell line: PC-3. Synergy scores: CSS=-6.82, Synergy_ZIP=-1.01, Synergy_Bliss=-8.00, Synergy_Loewe=-9.25, Synergy_HSA=-12.0.